The task is: Regression. Given two drug SMILES strings and cell line genomic features, predict the synergy score measuring deviation from expected non-interaction effect.. This data is from NCI-60 drug combinations with 297,098 pairs across 59 cell lines. Drug 2: CCC1(C2=C(COC1=O)C(=O)N3CC4=CC5=C(C=CC(=C5CN(C)C)O)N=C4C3=C2)O.Cl. Cell line: NCIH23. Drug 1: CC1C(C(CC(O1)OC2CC(CC3=C2C(=C4C(=C3O)C(=O)C5=C(C4=O)C(=CC=C5)OC)O)(C(=O)CO)O)N)O.Cl. Synergy scores: CSS=21.2, Synergy_ZIP=-4.92, Synergy_Bliss=3.68, Synergy_Loewe=-9.16, Synergy_HSA=1.83.